This data is from Full USPTO retrosynthesis dataset with 1.9M reactions from patents (1976-2016). The task is: Predict the reactants needed to synthesize the given product. (1) Given the product [N:1]1([CH2:6][CH2:7][C:8]2[O:9][C:10]3[CH:16]=[C:15]([NH2:17])[CH:14]=[CH:13][C:11]=3[N:12]=2)[CH2:5][CH2:4][CH2:3][CH2:2]1, predict the reactants needed to synthesize it. The reactants are: [N:1]1([CH:6]=[CH:7][C:8]2[O:9][C:10]3[CH:16]=[C:15]([NH2:17])[CH:14]=[CH:13][C:11]=3[N:12]=2)[CH2:5][CH2:4][CH2:3][CH2:2]1.C([BH3-])#N.[Na+]. (2) Given the product [C:11]([C:18]1[C:19]2[C:31]([CH3:32])=[CH:30][CH:29]=[CH:28][C:20]=2[S:21][C:22]=1[C:23]([O:25][CH2:26][CH3:27])=[O:24])#[N:12], predict the reactants needed to synthesize it. The reactants are: N(OC(C)(C)C)=O.[Cu]([C:11]#[N:12])C#N.CS(C)=O.N[C:18]1[C:19]2[C:31]([CH3:32])=[CH:30][CH:29]=[CH:28][C:20]=2[S:21][C:22]=1[C:23]([O:25][CH2:26][CH3:27])=[O:24]. (3) Given the product [C:1](/[C:3](=[C:9](/[N:11]([CH3:13])[CH3:12])\[CH3:10])/[C:4](=[S:5])[NH2:6])#[N:2], predict the reactants needed to synthesize it. The reactants are: [C:1]([CH2:3][C:4]([NH2:6])=[S:5])#[N:2].CO[C:9](OC)([N:11]([CH3:13])[CH3:12])[CH3:10].